Dataset: CYP2C19 inhibition data for predicting drug metabolism from PubChem BioAssay. Task: Regression/Classification. Given a drug SMILES string, predict its absorption, distribution, metabolism, or excretion properties. Task type varies by dataset: regression for continuous measurements (e.g., permeability, clearance, half-life) or binary classification for categorical outcomes (e.g., BBB penetration, CYP inhibition). Dataset: cyp2c19_veith. (1) The drug is COc1ccccc1CN1CCC2(CC1)CCN(C(=O)c1c(C)noc1C)CC2. The result is 0 (non-inhibitor). (2) The molecule is c1cncc(-c2cncnc2NC2CCNCC2)c1. The result is 0 (non-inhibitor). (3) The compound is O=C(c1ccccc1NS(=O)(=O)c1cccc([N+](=O)[O-])c1)N1CCOCC1. The result is 0 (non-inhibitor). (4) The molecule is O=C(CS(=O)c1cccc(Cl)c1)Nc1ccccc1Cl. The result is 1 (inhibitor). (5) The molecule is c1ccc(NCCSc2nc3ccccc3s2)cc1. The result is 1 (inhibitor). (6) The molecule is COc1cc(CNCCN2CCOCC2)ccc1OCc1ccccc1Cl.Cl. The result is 1 (inhibitor).